Dataset: Peptide-MHC class I binding affinity with 185,985 pairs from IEDB/IMGT. Task: Regression. Given a peptide amino acid sequence and an MHC pseudo amino acid sequence, predict their binding affinity value. This is MHC class I binding data. The peptide sequence is TTTGIGYQPY. The MHC is HLA-A30:02 with pseudo-sequence HLA-A30:02. The binding affinity (normalized) is 0.508.